This data is from Catalyst prediction with 721,799 reactions and 888 catalyst types from USPTO. The task is: Predict which catalyst facilitates the given reaction. (1) Reactant: [C:1]([NH:4][C:5]1[S:6][C:7]([C:11]2[N:12]=[C:13]([C:16](Cl)=[O:17])[S:14][CH:15]=2)=[C:8]([CH3:10])[N:9]=1)(=[O:3])[CH3:2].C([N:21](CC)CC)C. Product: [C:1]([NH:4][C:5]1[S:6][C:7]([C:11]2[N:12]=[C:13]([C:16]([NH2:21])=[O:17])[S:14][CH:15]=2)=[C:8]([CH3:10])[N:9]=1)(=[O:3])[CH3:2]. The catalyst class is: 1. (2) Reactant: [CH2:1]([OH:4])CO.[OH2:5].[C:6]1([CH3:16])[CH:11]=[CH:10][C:9](S(O)(=O)=O)=[CH:8][CH:7]=1.[OH2:17].[C:18]1([CH3:24])C=CC=CC=1. Product: [CH3:7][C:8]1([CH2:9][CH2:10][CH2:11][C@H:6]([CH3:16])[CH2:1][OH:4])[O:17][CH2:24][CH2:18][O:5]1. The catalyst class is: 13. (3) Reactant: CS(O[C:6]1[CH:11]=[CH:10][CH:9]=[C:8]([C:12]2[S:13][C:14]3[CH:22]=[CH:21][CH:20]=[CH:19][C:15]=3[C:16](=[O:18])[N:17]=2)[N:7]=1)(=O)=O.[CH2:23](N(CC)CC)C.[F:30][C:31]1[CH:36]=[CH:35][C:34]([N:37]2[CH2:42][CH2:41][NH:40][CH2:39][CH2:38]2)=[CH:33][CH:32]=1.C(OCC)(=O)C. Product: [F:30][C:31]1[CH:32]=[CH:33][C:34]([N:37]2[CH2:42][CH2:41][N:40]([CH2:23][C:6]3[N:7]=[C:8]([C:12]4[S:13][C:14]5[CH:22]=[CH:21][CH:20]=[CH:19][C:15]=5[C:16](=[O:18])[N:17]=4)[CH:9]=[CH:10][CH:11]=3)[CH2:39][CH2:38]2)=[CH:35][CH:36]=1. The catalyst class is: 18. (4) Reactant: [N:1]([O-])=O.[Na+].[Cl:5][C:6]1[N:11]=[C:10]([NH:12][CH3:13])[C:9]([NH2:14])=[CH:8][CH:7]=1.[OH-].[Na+]. Product: [Cl:5][C:6]1[N:11]=[C:10]2[N:12]([CH3:13])[N:1]=[N:14][C:9]2=[CH:8][CH:7]=1. The catalyst class is: 33. (5) Reactant: [Br:1][C:2]1[CH:3]=[C:4]([CH:7]=[CH:8][C:9]=1[S:10][CH2:11][CH2:12][CH2:13][CH2:14][CH2:15][C:16]1[CH:21]=[CH:20][CH:19]=[CH:18][CH:17]=1)[CH:5]=O.[NH2:22][CH2:23][CH2:24][CH2:25][P:26](=[O:29])([OH:28])[OH:27].[OH-].C([N+](CCCC)(CCCC)CCCC)CCC.[BH4-].[Na+]. Product: [Br:1][C:2]1[CH:3]=[C:4]([CH:7]=[CH:8][C:9]=1[S:10][CH2:11][CH2:12][CH2:13][CH2:14][CH2:15][C:16]1[CH:21]=[CH:20][CH:19]=[CH:18][CH:17]=1)[CH2:5][NH:22][CH2:23][CH2:24][CH2:25][P:26](=[O:27])([OH:29])[OH:28]. The catalyst class is: 36. (6) Reactant: C(OC([N:8]1[CH2:21][CH2:20][C:11]2[N:12]=[C:13]([C:16]([F:19])([F:18])[F:17])[N:14]=[CH:15][C:10]=2[CH2:9]1)=O)(C)(C)C.FC(F)(F)C(O)=O. Product: [F:19][C:16]([F:17])([F:18])[C:13]1[N:14]=[CH:15][C:10]2[CH2:9][NH:8][CH2:21][CH2:20][C:11]=2[N:12]=1. The catalyst class is: 4. (7) Reactant: [OH:1][C:2]1[CH:25]=[CH:24][C:5]2[C:6]([CH2:9][CH2:10][CH:11]3[CH2:16][CH2:15][N:14]([C:17]([O:19][C:20]([CH3:23])([CH3:22])[CH3:21])=[O:18])[CH2:13][CH2:12]3)=[N:7][O:8][C:4]=2[C:3]=1[CH2:26][OH:27].C(=O)([O-])[O-].[K+].[K+].Br[CH:35]1[CH2:40][CH2:39][CH2:38][CH:37]=[CH:36]1.O. Product: [CH:40]1([O:1][C:2]2[CH:25]=[CH:24][C:5]3[C:6]([CH2:9][CH2:10][CH:11]4[CH2:16][CH2:15][N:14]([C:17]([O:19][C:20]([CH3:23])([CH3:22])[CH3:21])=[O:18])[CH2:13][CH2:12]4)=[N:7][O:8][C:4]=3[C:3]=2[CH2:26][OH:27])[CH2:39][CH2:38][CH2:37][CH:36]=[CH:35]1. The catalyst class is: 397. (8) The catalyst class is: 17. Product: [N+:1]([C:4]1[CH:5]=[C:6]2[N:11]=[C:12]([C:13]3[CH:18]=[CH:17][N:16]=[CH:15][CH:14]=3)[NH:10][C:7]2=[N:8][CH:9]=1)([O-:3])=[O:2]. Reactant: [N+:1]([C:4]1[CH:5]=[C:6]([NH2:11])[C:7]([NH2:10])=[N:8][CH:9]=1)([O-:3])=[O:2].[C:12](O)(=O)[C:13]1[CH:18]=[CH:17][N:16]=[CH:15][CH:14]=1.P(OC1C=CC=CC=1)(OC1C=CC=CC=1)OC1C=CC=CC=1.